This data is from Peptide-MHC class II binding affinity with 134,281 pairs from IEDB. The task is: Regression. Given a peptide amino acid sequence and an MHC pseudo amino acid sequence, predict their binding affinity value. This is MHC class II binding data. The peptide sequence is WNRQLYPEWTEGQRLD. The MHC is DRB1_0401 with pseudo-sequence DRB1_0401. The binding affinity (normalized) is 0.355.